This data is from Forward reaction prediction with 1.9M reactions from USPTO patents (1976-2016). The task is: Predict the product of the given reaction. (1) Given the reactants [NH2:1][CH2:2][CH2:3][CH2:4][N:5]([CH2:10][C:11]1[CH:16]=[CH:15][CH:14]=[C:13]([C:17]2[CH:22]=[CH:21][N:20]=[C:19]([NH:23][CH2:24][CH2:25][C:26]3[CH:31]=[CH:30][C:29]([OH:32])=[CH:28][CH:27]=3)[N:18]=2)[CH:12]=1)[S:6]([CH3:9])(=[O:8])=[O:7].[C:33](O)(=[O:40])[C:34]1[CH:39]=[CH:38][CH:37]=[CH:36][CH:35]=1, predict the reaction product. The product is: [OH:32][C:29]1[CH:28]=[CH:27][C:26]([CH2:25][CH2:24][NH:23][C:19]2[N:18]=[C:17]([C:13]3[CH:12]=[C:11]([CH:16]=[CH:15][CH:14]=3)[CH2:10][N:5]([S:6]([CH3:9])(=[O:8])=[O:7])[CH2:4][CH2:3][CH2:2][NH:1][C:33](=[O:40])[C:34]3[CH:39]=[CH:38][CH:37]=[CH:36][CH:35]=3)[CH:22]=[CH:21][N:20]=2)=[CH:31][CH:30]=1. (2) Given the reactants C(O[C:4](=[O:30])[C@H:5]([O:7][C:8]1[CH:29]=[CH:28][C:11]2[C:12]3[N:16]([CH2:17][CH2:18][O:19][C:10]=2[CH:9]=1)[CH:15]=[C:14]([C:20]1[N:21]([CH:25]([CH3:27])[CH3:26])[N:22]=[CH:23][N:24]=1)[N:13]=3)[CH3:6])C.O.[OH-].[Li+].Cl.C[N:36](C(ON1N=NC2C=CC=NC1=2)=[N+](C)C)C.F[P-](F)(F)(F)(F)F.[Cl-].[NH4+].C(N(CC)CC)C, predict the reaction product. The product is: [CH:25]([N:21]1[C:20]([C:14]2[N:13]=[C:12]3[C:11]4[CH:28]=[CH:29][C:8]([O:7][C@H:5]([CH3:6])[C:4]([NH2:36])=[O:30])=[CH:9][C:10]=4[O:19][CH2:18][CH2:17][N:16]3[CH:15]=2)=[N:24][CH:23]=[N:22]1)([CH3:26])[CH3:27]. (3) Given the reactants [Br:1][C:2]1[S:6][C:5]([CH2:7][N:8]2[CH2:12]CC[CH2:9]2)=[CH:4][CH:3]=1.CNC.CO, predict the reaction product. The product is: [Br:1][C:2]1[S:6][C:5]([CH2:7][N:8]([CH3:12])[CH3:9])=[CH:4][CH:3]=1.